Dataset: Forward reaction prediction with 1.9M reactions from USPTO patents (1976-2016). Task: Predict the product of the given reaction. Given the reactants [F:1][C:2]1[CH:7]=[CH:6][CH:5]=[CH:4][C:3]=1[C:8]1[CH:12]=[N:11][N:10]([CH3:13])[C:9]=1[NH2:14].Cl[C:16](Cl)([O:18]C(=O)OC(Cl)(Cl)Cl)Cl.[F:27][C:28]([F:39])([F:38])[C:29]1[CH:30]=[C:31]([CH:35]([OH:37])[CH3:36])[CH:32]=[CH:33][CH:34]=1, predict the reaction product. The product is: [F:27][C:28]([F:38])([F:39])[C:29]1[CH:30]=[C:31]([CH:35]([O:37][C:16](=[O:18])[NH:14][C:9]2[N:10]([CH3:13])[N:11]=[CH:12][C:8]=2[C:3]2[CH:4]=[CH:5][CH:6]=[CH:7][C:2]=2[F:1])[CH3:36])[CH:32]=[CH:33][CH:34]=1.